This data is from Catalyst prediction with 721,799 reactions and 888 catalyst types from USPTO. The task is: Predict which catalyst facilitates the given reaction. (1) Reactant: [O-]P([O-])([O-])=O.[K+].[K+].[K+].[Cl:9][C:10]1[CH:11]=[C:12]2[C:16](=[CH:17][CH:18]=1)[NH:15][N:14]=[CH:13]2.[C:19]([CH:21]1[CH2:24][N:23]([C:25](=[O:49])[C@H:26]([NH:28][C:29]([C:31]2[C:39]3[C:34](=[N:35][CH:36]=[C:37](I)[N:38]=3)[N:33]([CH2:41][O:42][CH2:43][CH2:44][Si:45]([CH3:48])([CH3:47])[CH3:46])[CH:32]=2)=[O:30])[CH3:27])[CH2:22]1)#[N:20].CN[C@@H]1CCCC[C@H]1NC. Product: [C:19]([CH:21]1[CH2:22][N:23]([C:25](=[O:49])[C@H:26]([NH:28][C:29]([C:31]2[C:39]3[C:34](=[N:35][CH:36]=[C:37]([N:15]4[C:16]5[C:12](=[CH:11][C:10]([Cl:9])=[CH:18][CH:17]=5)[CH:13]=[N:14]4)[N:38]=3)[N:33]([CH2:41][O:42][CH2:43][CH2:44][Si:45]([CH3:48])([CH3:47])[CH3:46])[CH:32]=2)=[O:30])[CH3:27])[CH2:24]1)#[N:20]. The catalyst class is: 509. (2) Reactant: [CH3:1][N:2]1[C:7](=[O:8])[N:6]([CH3:9])[C:5](=[O:10])[C:4]([N:11]2[CH2:16][CH2:15][NH:14][CH2:13][CH2:12]2)=[N:3]1.CCN(CC)CC.Br[CH2:25][C:26]1[CH:31]=[CH:30][C:29]([F:32])=[CH:28][C:27]=1[C:33]([F:36])([F:35])[F:34].O. Product: [F:32][C:29]1[CH:30]=[CH:31][C:26]([CH2:25][N:14]2[CH2:13][CH2:12][N:11]([C:4]3[C:5](=[O:10])[N:6]([CH3:9])[C:7](=[O:8])[N:2]([CH3:1])[N:3]=3)[CH2:16][CH2:15]2)=[C:27]([C:33]([F:34])([F:35])[F:36])[CH:28]=1. The catalyst class is: 11. (3) Reactant: [CH3:1][O:2][C:3]([C:5]1[S:6][C:7]([CH:11](OCC)[O:12]CC)=[CH:8][C:9]=1[CH3:10])=[O:4].C(O)=O. Product: [CH3:1][O:2][C:3]([C:5]1[S:6][C:7]([CH:11]=[O:12])=[CH:8][C:9]=1[CH3:10])=[O:4]. The catalyst class is: 12. (4) Reactant: C(=O)([O-])[O-].[Cs+].[Cs+].[CH3:7][O:8][C:9](=[O:28])[C:10]([N:16]1[CH2:18][CH:17]1[C:19]1[CH:27]=[CH:26][C:22]2[O:23][CH2:24][O:25][C:21]=2[CH:20]=1)=[CH:11][C:12]([O:14][CH3:15])=[O:13]. Product: [CH3:7][O:8][C:9]([C:10]1[NH:16][CH:18]=[C:17]([C:19]2[CH:27]=[CH:26][C:22]3[O:23][CH2:24][O:25][C:21]=3[CH:20]=2)[C:11]=1[C:12]([O:14][CH3:15])=[O:13])=[O:28]. The catalyst class is: 12. (5) Reactant: [CH3:1][O:2][C:3]1[C:4](=O)[O:5][C:6](=[O:8])[CH:7]=1.[F:10][C:11]([F:20])([F:19])[C:12]1[CH:17]=[CH:16][N:15]=[C:14]([NH2:18])[CH:13]=1. Product: [CH3:1][O:2][C:3]1[C:4](=[O:5])[N:18]([C:14]2[CH:13]=[C:12]([C:11]([F:19])([F:10])[F:20])[CH:17]=[CH:16][N:15]=2)[C:6](=[O:8])[CH:7]=1. The catalyst class is: 743. (6) Reactant: C12(COC3C(I)=CC(C(O)=O)=C(F)C=3)CC3CC(CC(C3)C1)C2.[CH:24]1([CH2:29][O:30][C:31]2[C:39]([CH:40]3[CH2:42][CH2:41]3)=[CH:38][C:34]([C:35]([OH:37])=O)=[C:33]([F:43])[CH:32]=2)[CH2:28][CH2:27][CH2:26][CH2:25]1.N1(S(N)(=O)=O)CCC1.[CH3:52][O:53][CH:54]1[CH2:57][N:56]([S:58]([NH2:61])(=[O:60])=[O:59])[CH2:55]1. Product: [CH:24]1([CH2:29][O:30][C:31]2[C:39]([CH:40]3[CH2:42][CH2:41]3)=[CH:38][C:34]([C:35]([NH:61][S:58]([N:56]3[CH2:57][CH:54]([O:53][CH3:52])[CH2:55]3)(=[O:60])=[O:59])=[O:37])=[C:33]([F:43])[CH:32]=2)[CH2:25][CH2:26][CH2:27][CH2:28]1. The catalyst class is: 5. (7) Reactant: I[C:2]1[CH:11]=[CH:10][C:5]([C:6]([O:8][CH3:9])=[O:7])=[CH:4][CH:3]=1.C([Mg]Cl)(C)C.[Cl-].[Li+].[CH:19]1([CH2:22][CH:23]=[O:24])[CH2:21][CH2:20]1. Product: [CH:19]1([CH2:22][CH:23]([C:2]2[CH:11]=[CH:10][C:5]([C:6]([O:8][CH3:9])=[O:7])=[CH:4][CH:3]=2)[OH:24])[CH2:21][CH2:20]1. The catalyst class is: 7. (8) Reactant: [Cl:1][C:2]1[CH:7]=[C:6]([C:8]2[CH:9]=[C:10]([CH:18]=[CH:19][CH:20]=2)[O:11][CH2:12][CH:13]([OH:17])[CH2:14][NH:15][CH3:16])[N:5]=[C:4]2[N:21]([CH:24]([CH3:26])[CH3:25])[N:22]=[CH:23][C:3]=12.CCN(CC)CC.[CH3:46][C:45]([O:44][C:42](O[C:42]([O:44][C:45]([CH3:48])([CH3:47])[CH3:46])=[O:43])=[O:43])([CH3:48])[CH3:47]. Product: [Cl:1][C:2]1[CH:7]=[C:6]([C:8]2[CH:9]=[C:10]([CH:18]=[CH:19][CH:20]=2)[O:11][CH2:12][CH:13]([OH:17])[CH2:14][N:15]([CH3:16])[C:42](=[O:43])[O:44][C:45]([CH3:46])([CH3:47])[CH3:48])[N:5]=[C:4]2[N:21]([CH:24]([CH3:26])[CH3:25])[N:22]=[CH:23][C:3]=12. The catalyst class is: 1. (9) The catalyst class is: 246. Reactant: [N+:1]([C:4]1[CH:13]=[C:12]2[C:7]([CH2:8][CH2:9][NH:10][C:11]2=[O:14])=[CH:6][CH:5]=1)([O-:3])=[O:2].I[C:16]1[CH:17]=[N:18][CH:19]=[CH:20][C:21]=1[CH3:22].P([O-])([O-])([O-])=O.[K+].[K+].[K+]. Product: [CH3:22][C:21]1[CH:20]=[CH:19][N:18]=[CH:17][C:16]=1[N:10]1[CH2:9][CH2:8][C:7]2[C:12](=[CH:13][C:4]([N+:1]([O-:3])=[O:2])=[CH:5][CH:6]=2)[C:11]1=[O:14]. (10) Reactant: [NH:1]1[CH2:6][CH2:5][CH:4]([N:7]2[CH:11]=[C:10]([NH:12][C:13]3[N:18]=[C:17]([CH2:19][CH2:20][C:21]4[CH:26]=[CH:25][CH:24]=[CH:23][C:22]=4[CH:27]([CH3:31])[C:28]([NH2:30])=[O:29])[C:16]([C:32]([F:35])([F:34])[F:33])=[CH:15][N:14]=3)[CH:9]=[N:8]2)[CH2:3][CH2:2]1.C=O.[C:38](O[BH-](OC(=O)C)OC(=O)C)(=O)C.[Na+]. Product: [CH3:38][N:1]1[CH2:2][CH2:3][CH:4]([N:7]2[CH:11]=[C:10]([NH:12][C:13]3[N:18]=[C:17]([CH2:19][CH2:20][C:21]4[CH:26]=[CH:25][CH:24]=[CH:23][C:22]=4[CH:27]([CH3:31])[C:28]([NH2:30])=[O:29])[C:16]([C:32]([F:34])([F:33])[F:35])=[CH:15][N:14]=3)[CH:9]=[N:8]2)[CH2:5][CH2:6]1. The catalyst class is: 5.